From a dataset of Reaction yield outcomes from USPTO patents with 853,638 reactions. Predict the reaction yield, written as a fraction of the theoretical maximum amount of product (1.0 means a 100% yield; for example, 0.34 means a 34% yield). (1) The reactants are [F:1][C:2]1[CH:35]=[CH:34][C:5]([C:6]([NH:8][C:9]2[C:10]([CH3:33])=[C:11]([C:15]3[C:27]4[C:26]5[C:21](=[CH:22][C:23]([CH:28]=O)=[CH:24][CH:25]=5)[NH:20][C:19]=4[C:18]([C:30]([NH2:32])=[O:31])=[CH:17][CH:16]=3)[CH:12]=[CH:13][CH:14]=2)=[O:7])=[CH:4][CH:3]=1.[NH:36]1[CH2:41][CH2:40][CH2:39][CH2:38][CH2:37]1.C(O[BH-](OC(=O)C)OC(=O)C)(=O)C.[Na+]. The catalyst is C1COCC1.O. The product is [F:1][C:2]1[CH:3]=[CH:4][C:5]([C:6]([NH:8][C:9]2[C:10]([CH3:33])=[C:11]([C:15]3[C:27]4[C:26]5[C:21](=[CH:22][C:23]([CH2:28][N:36]6[CH2:41][CH2:40][CH2:39][CH2:38][CH2:37]6)=[CH:24][CH:25]=5)[NH:20][C:19]=4[C:18]([C:30]([NH2:32])=[O:31])=[CH:17][CH:16]=3)[CH:12]=[CH:13][CH:14]=2)=[O:7])=[CH:34][CH:35]=1. The yield is 0.390. (2) The product is [CH2:26]([NH:33][C:34]([NH:1][C:2]1[CH:3]=[CH:4][C:5]([N:8]2[CH2:9][CH2:10][N:11]([C:14](=[O:15])[C:16]3[CH:21]=[CH:20][CH:19]=[CH:18][C:17]=3[C:22]([F:25])([F:24])[F:23])[CH2:12][CH2:13]2)=[CH:6][N:7]=1)=[O:35])[C:27]1[CH:32]=[CH:31][CH:30]=[CH:29][CH:28]=1. The reactants are [NH2:1][C:2]1[N:7]=[CH:6][C:5]([N:8]2[CH2:13][CH2:12][N:11]([C:14]([C:16]3[CH:21]=[CH:20][CH:19]=[CH:18][C:17]=3[C:22]([F:25])([F:24])[F:23])=[O:15])[CH2:10][CH2:9]2)=[CH:4][CH:3]=1.[CH2:26]([N:33]=[C:34]=[O:35])[C:27]1[CH:32]=[CH:31][CH:30]=[CH:29][CH:28]=1. The yield is 0.300. The catalyst is ClCCl. (3) The reactants are [CH:1]1([C:9]([OH:11])=O)[C:3]2([CH2:8][CH2:7][CH2:6][CH2:5][CH2:4]2)[CH2:2]1.C(N1C=CN=C1)([N:14]1C=CN=C1)=O.[OH-].[NH4+]. The catalyst is C(OCC)(=O)C. The product is [CH:1]1([C:9]([NH2:14])=[O:11])[C:3]2([CH2:8][CH2:7][CH2:6][CH2:5][CH2:4]2)[CH2:2]1. The yield is 0.780. (4) The reactants are CN(C=O)C.[C:6]([O:9][C@@H:10]([C:14]1[CH:19]=[CH:18][CH:17]=[CH:16][CH:15]=1)[C:11]([OH:13])=O)(=[O:8])[CH3:7].C1C=CC2N(O)N=NC=2C=1.[CH2:30]([NH2:37])[C:31]1[CH:36]=[CH:35][CH:34]=[CH:33][CH:32]=1. The catalyst is CCOC(C)=O.C(Cl)CCl. The product is [C:6]([O:9][C@H:10]([C:11](=[O:13])[NH:37][CH2:30][C:31]1[CH:36]=[CH:35][CH:34]=[CH:33][CH:32]=1)[C:14]1[CH:19]=[CH:18][CH:17]=[CH:16][CH:15]=1)(=[O:8])[CH3:7]. The yield is 0.730. (5) The reactants are C([N:8](CC1C=CC=CC=1)[C:9]1[N:17]=[CH:16][N:15]=[C:14]2[C:10]=1[NH:11][C:12](=[O:34])[N:13]2[C:18]1[CH:19]=[C:20]([N:25]([CH3:33])[C:26](=[O:32])[O:27][C:28]([CH3:31])([CH3:30])[CH3:29])[CH:21]=[CH:22][C:23]=1[CH3:24])C1C=CC=CC=1.Cl. The catalyst is CO.[OH-].[OH-].[Pd+2]. The product is [NH2:8][C:9]1[N:17]=[CH:16][N:15]=[C:14]2[C:10]=1[NH:11][C:12](=[O:34])[N:13]2[C:18]1[CH:19]=[C:20]([N:25]([CH3:33])[C:26](=[O:32])[O:27][C:28]([CH3:29])([CH3:30])[CH3:31])[CH:21]=[CH:22][C:23]=1[CH3:24]. The yield is 1.00. (6) The reactants are [NH2:1][C:2]1[C:7]([OH:8])=[CH:6][CH:5]=[C:4]([CH2:9][CH2:10][C:11]2[N:21]=[C:14]3[C:15]([CH3:20])=[N:16][CH:17]=[C:18]([CH3:19])[N:13]3[N:12]=2)[N:3]=1.[OH:22][CH2:23][CH2:24][C:25](=O)[CH3:26].[BH3-]C#N.[Na+]. The catalyst is CO. The product is [CH3:19][C:18]1[N:13]2[N:12]=[C:11]([CH2:10][CH2:9][C:4]3[N:3]=[C:2]([NH:1][CH:25]([CH2:24][CH2:23][OH:22])[CH3:26])[C:7]([OH:8])=[CH:6][CH:5]=3)[N:21]=[C:14]2[C:15]([CH3:20])=[N:16][CH:17]=1. The yield is 0.800. (7) The reactants are C([N:8]1[C:12]([NH:13][CH:14]2[CH2:19][CH2:18][CH:17]([O:20][Si:21]([C:24]([CH3:27])([CH3:26])[CH3:25])([CH3:23])[CH3:22])[CH2:16][CH2:15]2)=[CH:11][CH:10]=[N:9]1)C1C=CC=CC=1.C(O)(=O)C.C([O-])=O.[NH4+].C(OCC)(=O)C. The catalyst is C(O)C.[OH-].[Pd+2].[OH-]. The product is [Si:21]([O:20][CH:17]1[CH2:18][CH2:19][CH:14]([NH:13][C:12]2[NH:8][N:9]=[CH:10][CH:11]=2)[CH2:15][CH2:16]1)([C:24]([CH3:27])([CH3:26])[CH3:25])([CH3:22])[CH3:23]. The yield is 0.690. (8) The yield is 0.260. The reactants are Br[C:2]1[CH:7]=[CH:6][C:5]([F:8])=[CH:4][C:3]=1[C:9]1[NH:13][N:12]=[C:11]([CH3:14])[N:10]=1.[Cu][C:16]#[N:17]. The product is [F:8][C:5]1[CH:6]=[CH:7][C:2]([C:16]#[N:17])=[C:3]([C:9]2[NH:13][N:12]=[C:11]([CH3:14])[N:10]=2)[CH:4]=1. No catalyst specified. (9) The reactants are [C:1]([NH:8][S:9]([C:12]1([CH2:15][OH:16])[CH2:14][CH2:13]1)(=[O:11])=[O:10])([O:3][C:4]([CH3:7])([CH3:6])[CH3:5])=[O:2].[Cr](Cl)([O-])(=O)=O.[NH+]1C=CC=CC=1. The catalyst is C(Cl)Cl. The product is [C:1]([NH:8][S:9]([C:12]1([CH:15]=[O:16])[CH2:13][CH2:14]1)(=[O:10])=[O:11])([O:3][C:4]([CH3:7])([CH3:6])[CH3:5])=[O:2]. The yield is 0.660.